This data is from Forward reaction prediction with 1.9M reactions from USPTO patents (1976-2016). The task is: Predict the product of the given reaction. (1) The product is: [CH3:2][N:3]1[CH2:8][CH2:7][N:6]([C:9]2[CH:14]=[C:13]([N:15]3[CH:24]([CH3:25])[CH2:23][C:22]4[C:17](=[CH:18][C:19]([CH:26]5[CH2:27][CH2:28][N:29]([C:38]([N:33]6[CH2:37][CH2:36][CH2:35][CH2:34]6)=[O:39])[CH2:30][CH2:31]5)=[CH:20][CH:21]=4)[CH2:16]3)[N:12]=[C:11]([NH2:32])[N:10]=2)[CH2:5][CH2:4]1. Given the reactants Cl.[CH3:2][N:3]1[CH2:8][CH2:7][N:6]([C:9]2[CH:14]=[C:13]([N:15]3[CH:24]([CH3:25])[CH2:23][C:22]4[C:17](=[CH:18][C:19]([CH:26]5[CH2:31][CH2:30][NH:29][CH2:28][CH2:27]5)=[CH:20][CH:21]=4)[CH2:16]3)[N:12]=[C:11]([NH2:32])[N:10]=2)[CH2:5][CH2:4]1.[N:33]1([C:38](Cl)=[O:39])[CH2:37][CH2:36][CH2:35][CH2:34]1, predict the reaction product. (2) Given the reactants [CH3:1][O:2][CH:3]([O:19][CH3:20])[C@:4]1([CH3:18])[C@H:9]2[O:10][C@H:8]2[C:7]2[CH:11]=[C:12]([N+:15]([O-:17])=[O:16])[CH:13]=[CH:14][C:6]=2[O:5]1.[Br:21][C:22]1[CH:27]=[CH:26][C:25]([NH:28][CH2:29][C:30]2[NH:31][CH:32]=[CH:33][N:34]=2)=[CH:24][CH:23]=1, predict the reaction product. The product is: [CH3:1][O:2][CH:3]([O:19][CH3:20])[C@:4]1([CH3:18])[C@@H:9]([OH:10])[C@H:8]([N:28]([C:25]2[CH:26]=[CH:27][C:22]([Br:21])=[CH:23][CH:24]=2)[CH2:29][C:30]2[NH:31][CH:32]=[CH:33][N:34]=2)[C:7]2[CH:11]=[C:12]([N+:15]([O-:17])=[O:16])[CH:13]=[CH:14][C:6]=2[O:5]1. (3) Given the reactants [Cl:1][C:2]1[CH:7]=[CH:6][C:5]([CH2:8]Cl)=[CH:4][N:3]=1.Cl.[NH:11]1[CH2:14][CH2:13][CH2:12]1.C(=O)([O-])[O-].[K+].[K+], predict the reaction product. The product is: [Cl:1][C:2]1[N:3]=[CH:4][C:5]([CH2:8][N:11]2[CH2:14][CH2:13][CH2:12]2)=[CH:6][CH:7]=1. (4) Given the reactants [CH2:1]([C:5]([CH2:14][CH3:15])([C:10]([O:12]C)=[O:11])[C:6]([O:8][CH3:9])=[O:7])/[CH:2]=[CH:3]/[CH3:4].C(C(C(OC)=O)C(OC)=O)C.[H-].[Na+].ClCC=CC.Cl, predict the reaction product. The product is: [CH2:14]([C@@:5]([C:6]([O:8][CH3:9])=[O:7])([CH2:1][CH2:2][CH2:3][CH3:4])[C:10]([OH:12])=[O:11])[CH3:15]. (5) Given the reactants [OH:1][C:2]1[CH:7]=[CH:6][C:5]([N:8]2[CH2:12][C@@H:11]([C:13]([F:16])([F:15])[F:14])[CH2:10][C@H:9]2[CH2:17][C:18]#[N:19])=[CH:4][CH:3]=1.[Cl:20][C:21]1[CH:26]=[C:25]([C:27]([F:30])([F:29])[F:28])[CH:24]=[CH:23][C:22]=1F.C(=O)([O-])[O-].[Cs+].[Cs+], predict the reaction product. The product is: [Cl:20][C:21]1[CH:26]=[C:25]([C:27]([F:28])([F:29])[F:30])[CH:24]=[CH:23][C:22]=1[O:1][C:2]1[CH:3]=[CH:4][C:5]([N:8]2[CH2:12][CH:11]([C:13]([F:16])([F:14])[F:15])[CH2:10][C@H:9]2[CH2:17][C:18]#[N:19])=[CH:6][CH:7]=1. (6) Given the reactants [SH:1][C:2]1[N:7]=[CH:6][CH:5]=[CH:4][N:3]=1.C1C(=O)N(Cl)C(=O)C1.[C:16]1([Zn]Br)[CH:21]=[CH:20][CH:19]=[CH:18][CH:17]=1, predict the reaction product. The product is: [C:16]1([S:1][C:2]2[N:7]=[CH:6][CH:5]=[CH:4][N:3]=2)[CH:21]=[CH:20][CH:19]=[CH:18][CH:17]=1. (7) Given the reactants [S:1]1[CH:5]=[CH:4][C:3]2[C:6](=[O:9])[CH2:7][CH2:8][C:2]1=2.[H-].[Na+].C(OC(=O)[C:16]1C=CC=[C:18]([F:22])[CH:17]=1)C.Cl.[CH2:25]1[CH2:29][O:28][CH2:27][CH2:26]1, predict the reaction product. The product is: [F:22][C:18]1[CH:17]=[CH:16][CH:29]=[CH:25][C:26]=1[C:27]([CH:7]1[CH2:8][C:2]2[S:1][CH:5]=[CH:4][C:3]=2[C:6]1=[O:9])=[O:28]. (8) The product is: [CH3:20][O:21][C:22]([C@H:24]1[CH2:29][CH2:28][C@H:27]([NH:30][C:5]2[N:10]=[CH:9][C:8]([C:11]#[C:12][C:13]3[CH:18]=[CH:17][CH:16]=[CH:15][CH:14]=3)=[CH:7][N:6]=2)[CH2:26][CH2:25]1)=[O:23]. Given the reactants CS([C:5]1[N:10]=[CH:9][C:8]([C:11]#[C:12][C:13]2[CH:18]=[CH:17][CH:16]=[CH:15][CH:14]=2)=[CH:7][N:6]=1)(=O)=O.Cl.[CH3:20][O:21][C:22]([C@H:24]1[CH2:29][CH2:28][C@H:27]([NH2:30])[CH2:26][CH2:25]1)=[O:23], predict the reaction product. (9) Given the reactants [NH2:1][C:2]1[N:6]([C:7]2[CH:12]=[CH:11][CH:10]=[CH:9][CH:8]=2)[N:5]=[C:4]([CH3:13])[C:3]=1[C:14]([NH2:16])=[O:15].[N:17]1[CH:22]=[CH:21][CH:20]=[C:19]([N:23]2[CH2:28][CH2:27][CH:26]([C:29](OCC)=O)[CH2:25][CH2:24]2)[CH:18]=1, predict the reaction product. The product is: [CH3:13][C:4]1[C:3]2[C:14](=[O:15])[NH:16][C:29]([CH:26]3[CH2:25][CH2:24][N:23]([C:19]4[CH:18]=[N:17][CH:22]=[CH:21][CH:20]=4)[CH2:28][CH2:27]3)=[N:1][C:2]=2[N:6]([C:7]2[CH:12]=[CH:11][CH:10]=[CH:9][CH:8]=2)[N:5]=1. (10) Given the reactants [Cl:1][C:2]1[CH:32]=[CH:31][C:5]([CH2:6][N:7]2[C:15]3[C:10](=[CH:11][C:12](/[CH:16]=[C:17]4/[C:18](=[O:30])[N:19]([CH2:23][C@@H:24]5[CH2:28][C@@H:27]([F:29])[CH2:26][NH:25]5)[C:20](=[O:22])[S:21]/4)=[CH:13][CH:14]=3)[CH:9]=[N:8]2)=[C:4]([C:33]([F:36])([F:35])[F:34])[CH:3]=1.[CH3:37][O:38][CH2:39][CH2:40]Br, predict the reaction product. The product is: [Cl:1][C:2]1[CH:32]=[CH:31][C:5]([CH2:6][N:7]2[C:15]3[C:10](=[CH:11][C:12](/[CH:16]=[C:17]4/[C:18](=[O:30])[N:19]([CH2:23][C@@H:24]5[CH2:28][C@@H:27]([F:29])[CH2:26][N:25]5[CH2:40][CH2:39][O:38][CH3:37])[C:20](=[O:22])[S:21]/4)=[CH:13][CH:14]=3)[CH:9]=[N:8]2)=[C:4]([C:33]([F:36])([F:35])[F:34])[CH:3]=1.